Dataset: Full USPTO retrosynthesis dataset with 1.9M reactions from patents (1976-2016). Task: Predict the reactants needed to synthesize the given product. (1) Given the product [NH2:11][C:9]1[N:8]=[CH:7][N:6]=[C:5]2[N:4]([CH:12]3[CH2:17][CH2:16][CH2:15][N:14]([CH2:18][CH2:19][O:20][CH3:21])[CH2:13]3)[N:3]=[C:2]([C:35]3[CH:34]=[CH:33][C:32]([NH:31][C:29]4[O:30][C:26]5[C:25]([CH3:48])=[CH:24][C:23]([CH3:22])=[CH:47][C:27]=5[N:28]=4)=[CH:37][CH:36]=3)[C:10]=12, predict the reactants needed to synthesize it. The reactants are: I[C:2]1[C:10]2[C:5](=[N:6][CH:7]=[N:8][C:9]=2[NH2:11])[N:4]([CH:12]2[CH2:17][CH2:16][CH2:15][N:14]([CH2:18][CH2:19][O:20][CH3:21])[CH2:13]2)[N:3]=1.[CH3:22][C:23]1[CH:24]=[C:25]([CH3:48])[C:26]2[O:30][C:29]([NH:31][C:32]3[CH:37]=[CH:36][C:35](B4OC(C)(C)C(C)(C)O4)=[CH:34][CH:33]=3)=[N:28][C:27]=2[CH:47]=1.C(=O)([O-])[O-].[Na+].[Na+]. (2) Given the product [F:22][C:23]([F:34])([F:33])[C:24]([NH:8][C:5]1[CH:6]=[CH:7][C:2]([F:1])=[C:3]([CH3:11])[CH:4]=1)=[O:25], predict the reactants needed to synthesize it. The reactants are: [F:1][C:2]1[CH:7]=[CH:6][C:5]([N+:8]([O-])=O)=[CH:4][C:3]=1[CH3:11].ClCCl.C(N(CC)CC)C.[F:22][C:23]([F:34])([F:33])[C:24](O[C:24](=[O:25])[C:23]([F:34])([F:33])[F:22])=[O:25]. (3) Given the product [C:9]([O:13][C:14]([N:16]1[CH2:20][C@@:19]([OH:21])([C:2]([F:4])([F:3])[F:1])[CH2:18][C@@H:17]1[C@H:22]1[O:26][C:25]([CH3:27])([CH3:28])[N:24]([C:29](=[O:31])[CH3:30])[C@H:23]1[CH2:32][C:33]1[CH:34]=[C:35]([F:40])[CH:36]=[C:37]([F:39])[CH:38]=1)=[O:15])([CH3:10])([CH3:11])[CH3:12], predict the reactants needed to synthesize it. The reactants are: [F:1][C:2]([Si](C)(C)C)([F:4])[F:3].[C:9]([O:13][C:14]([N:16]1[CH2:20][C:19](=[O:21])[CH2:18][C@@H:17]1[C@H:22]1[O:26][C:25]([CH3:28])([CH3:27])[N:24]([C:29](=[O:31])[CH3:30])[C@H:23]1[CH2:32][C:33]1[CH:38]=[C:37]([F:39])[CH:36]=[C:35]([F:40])[CH:34]=1)=[O:15])([CH3:12])([CH3:11])[CH3:10].[F-].C([N+](CCCC)(CCCC)CCCC)CCC.[Cl-].[NH4+]. (4) Given the product [CH3:40][O:39][C:37](=[O:38])[N:21]([CH2:20][C:17]1[CH:18]=[CH:19][C:14]([C:13](=[O:23])[NH:12][C:10]2[S:11][C:7]3[C:6]([N:24]4[CH2:25][CH2:26][O:27][CH2:28][CH2:29]4)=[CH:5][CH:4]=[C:3]([O:2][CH3:1])[C:8]=3[N:9]=2)=[CH:15][CH:16]=1)[CH3:22], predict the reactants needed to synthesize it. The reactants are: [CH3:1][O:2][C:3]1[C:8]2[N:9]=[C:10]([NH:12][C:13](=[O:23])[C:14]3[CH:19]=[CH:18][C:17]([CH2:20][NH:21][CH3:22])=[CH:16][CH:15]=3)[S:11][C:7]=2[C:6]([N:24]2[CH2:29][CH2:28][O:27][CH2:26][CH2:25]2)=[CH:5][CH:4]=1.N1C=CC=CC=1.Cl[C:37]([O:39][CH3:40])=[O:38]. (5) Given the product [NH:64]1[C:63]([CH2:62][NH:61][C:39]([C@@H:15]2[CH2:16][C@@H:17]([S:19][C:20]([C:33]3[CH:38]=[CH:37][CH:36]=[CH:35][CH:34]=3)([C:21]3[CH:22]=[CH:23][CH:24]=[CH:25][CH:26]=3)[C:27]3[CH:32]=[CH:31][CH:30]=[CH:29][CH:28]=3)[CH2:18][N:14]2[S:11]([C:2]2[CH:3]=[CH:4][C:5]3[C:10](=[CH:9][CH:8]=[CH:7][CH:6]=3)[CH:1]=2)(=[O:12])=[O:13])=[O:40])=[N:67][N:66]=[N:65]1, predict the reactants needed to synthesize it. The reactants are: [CH:1]1[C:10]2[C:5](=[CH:6][CH:7]=[CH:8][CH:9]=2)[CH:4]=[CH:3][C:2]=1[S:11]([N:14]1[CH2:18][C@H:17]([S:19][C:20]([C:33]2[CH:38]=[CH:37][CH:36]=[CH:35][CH:34]=2)([C:27]2[CH:32]=[CH:31][CH:30]=[CH:29][CH:28]=2)[C:21]2[CH:26]=[CH:25][CH:24]=[CH:23][CH:22]=2)[CH2:16][C@H:15]1[C:39](O)=[O:40])(=[O:13])=[O:12].ON1C=CC=CC1=O.CCN=C=NCCCN(C)C.[NH2:61][CH2:62][C:63]1[NH:67][N:66]=[N:65][N:64]=1. (6) Given the product [C:20]([C:17]1[CH:18]=[CH:19][C:14]([CH2:13][CH2:12][C:10]2[N:9]([CH3:22])[C:8]3[CH:23]=[CH:24][C:5]([C:3]([OH:4])=[O:2])=[CH:6][C:7]=3[N:11]=2)=[CH:15][CH:16]=1)#[N:21], predict the reactants needed to synthesize it. The reactants are: C[O:2][C:3]([C:5]1[CH:24]=[CH:23][C:8]2[N:9]([CH3:22])[C:10]([CH2:12][CH2:13][C:14]3[CH:19]=[CH:18][C:17]([C:20]#[N:21])=[CH:16][CH:15]=3)=[N:11][C:7]=2[CH:6]=1)=[O:4].[OH-].[Na+].Cl. (7) Given the product [Cl:23][C:18]1[CH:17]=[C:16]([C:11]2([C:14]#[N:15])[CH2:10][CH2:9][NH:8][CH2:13][CH2:12]2)[CH:21]=[CH:20][C:19]=1[Cl:22], predict the reactants needed to synthesize it. The reactants are: C([N:8]1[CH2:13][CH2:12][C:11]([C:16]2[CH:21]=[CH:20][C:19]([Cl:22])=[C:18]([Cl:23])[CH:17]=2)([C:14]#[N:15])[CH2:10][CH2:9]1)(OC(C)(C)C)=O.C(O)(C(F)(F)F)=O. (8) Given the product [C:9]1([CH3:8])[CH:16]=[CH:15][C:12]([CH:13]2[CH2:2][O:14]2)=[CH:11][CH:10]=1, predict the reactants needed to synthesize it. The reactants are: [I-].[CH3:2][S+](C)C.[H-].[Na+].[CH3:8][C:9]1[CH:16]=[CH:15][C:12]([CH:13]=[O:14])=[CH:11][CH:10]=1. (9) Given the product [ClH:12].[N:13]1([S:9]([C:4]2[CH:5]=[CH:6][CH:7]=[CH:8][C:3]=2[CH2:1][NH2:2])(=[O:11])=[O:10])[CH2:18][CH2:17][CH2:16][CH2:15][CH2:14]1, predict the reactants needed to synthesize it. The reactants are: [C:1]([C:3]1[CH:8]=[CH:7][CH:6]=[CH:5][C:4]=1[S:9]([Cl:12])(=[O:11])=[O:10])#[N:2].[NH:13]1[CH2:18][CH2:17][CH2:16][CH2:15][CH2:14]1.Cl.NCC1C=CC=CC=1S(NCC)(=O)=O.